This data is from Full USPTO retrosynthesis dataset with 1.9M reactions from patents (1976-2016). The task is: Predict the reactants needed to synthesize the given product. (1) Given the product [Br:21][C:15]1[CH:16]=[C:17]([Cl:20])[CH:18]=[CH:19][C:14]=1[CH2:13][OH:12], predict the reactants needed to synthesize it. The reactants are: [H-].C([Al+]CC(C)C)C(C)C.C[O:12][C:13](=O)[C:14]1[CH:19]=[CH:18][C:17]([Cl:20])=[CH:16][C:15]=1[Br:21]. (2) The reactants are: C(O)(C(F)(F)F)=O.C(O[C:13](=O)[NH:14][C@H:15]([C:17]1[N:21]([C:22]2[CH:26]=[CH:25][N:24]([CH3:27])[N:23]=2)[C:20]2[CH:28]=[C:29]([F:32])[CH:30]=[CH:31][C:19]=2[N:18]=1)[CH3:16])(C)(C)C.ClC1[N:43]=[CH:42][N:41]=[C:40]2[C:36]=1[N:37]=[CH:38][N:39]2C1CCCCO1.CCN(C(C)C)C(C)C. Given the product [F:32][C:29]1[CH:30]=[CH:31][C:19]2[N:18]=[C:17]([C@@H:15]([NH:14][C:13]3[N:43]=[CH:42][N:41]=[C:40]4[C:36]=3[N:37]=[CH:38][NH:39]4)[CH3:16])[N:21]([C:22]3[CH:26]=[CH:25][N:24]([CH3:27])[N:23]=3)[C:20]=2[CH:28]=1, predict the reactants needed to synthesize it. (3) Given the product [CH3:20][C:19]([S@@:17]([N:16]1[CH2:14][CH2:13][CH2:12][C@H:11]1[C:8]1[CH:9]=[CH:10][C:5]([C:1]([CH3:4])([CH3:3])[CH3:2])=[CH:6][CH:7]=1)=[O:18])([CH3:22])[CH3:21], predict the reactants needed to synthesize it. The reactants are: [C:1]([C:5]1[CH:10]=[CH:9][C:8](/[C:11](=[N:16]/[S@:17]([C:19]([CH3:22])([CH3:21])[CH3:20])=[O:18])/[CH2:12][CH2:13][CH2:14]Cl)=[CH:7][CH:6]=1)([CH3:4])([CH3:3])[CH3:2].CC(C[AlH]CC(C)C)C.[Li+].C[Si]([N-][Si](C)(C)C)(C)C. (4) Given the product [F:22][C:2]([F:1])([F:21])[O:3][C:4]1[CH:9]=[CH:8][C:7]([CH:10]2[CH2:15][NH:14][CH2:13][CH:12]([C:16]([O:18][CH2:19][CH3:20])=[O:17])[CH2:11]2)=[CH:6][CH:5]=1, predict the reactants needed to synthesize it. The reactants are: [F:1][C:2]([F:22])([F:21])[O:3][C:4]1[CH:9]=[CH:8][C:7]([C:10]2[CH:11]=[C:12]([C:16]([O:18][CH2:19][CH3:20])=[O:17])[CH:13]=[N:14][CH:15]=2)=[CH:6][CH:5]=1.[H][H]. (5) Given the product [F:16][C:14]1[C:15]2[NH:1][C:4]3[C:5](=[CH:6][CH:7]=[CH:8][CH:9]=3)[C:10]=2[C:11]([O:17][CH3:18])=[CH:12][CH:13]=1, predict the reactants needed to synthesize it. The reactants are: [N+:1]([C:4]1[CH:9]=[CH:8][CH:7]=[CH:6][C:5]=1[C:10]1[CH:15]=[C:14]([F:16])[CH:13]=[CH:12][C:11]=1[O:17][CH3:18])([O-])=O.P(OCC)(OCC)OCC. (6) Given the product [C:10]([NH:13][C:14]1[CH:19]=[CH:18][C:17]([C:20](=[O:26])[CH2:21][CH2:22][C:23]([OH:25])=[O:24])=[CH:16][CH:15]=1)(=[O:12])[CH3:11], predict the reactants needed to synthesize it. The reactants are: [Cl-].[Al+3].[Cl-].[Cl-].CN(C)C=O.[C:10]([NH:13][C:14]1[CH:19]=[CH:18][CH:17]=[CH:16][CH:15]=1)(=[O:12])[CH3:11].[C:20]1(=[O:26])[O:25][C:23](=[O:24])[CH2:22][CH2:21]1. (7) Given the product [CH3:1][O:2][C:3]1[CH:8]=[CH:7][C:6]([N+:9]([O-:11])=[O:10])=[CH:5][C:4]=1[C:12]1[CH:13]=[C:14]([CH2:17][N:23]2[CH2:24][CH2:25][N:20]([CH3:19])[CH2:21][CH2:22]2)[O:15][CH:16]=1, predict the reactants needed to synthesize it. The reactants are: [CH3:1][O:2][C:3]1[CH:8]=[CH:7][C:6]([N+:9]([O-:11])=[O:10])=[CH:5][C:4]=1[C:12]1[CH:13]=[C:14]([CH:17]=O)[O:15][CH:16]=1.[CH3:19][N:20]1[CH2:25][CH2:24][NH:23][CH2:22][CH2:21]1.C(O[BH-](OC(=O)C)OC(=O)C)(=O)C.[Na+]. (8) Given the product [Br:1][C:2]1[CH:3]=[CH:14][C:5]([NH:12][CH:9]([CH3:11])[CH3:10])=[N:6][CH:7]=1, predict the reactants needed to synthesize it. The reactants are: [Br:1][C:2]1[CH:3]=N[C:5](Cl)=[N:6][CH:7]=1.[CH:9]([NH2:12])([CH3:11])[CH3:10].Cl.[CH2:14]1COCC1.